This data is from Cav3 T-type calcium channel HTS with 100,875 compounds. The task is: Binary Classification. Given a drug SMILES string, predict its activity (active/inactive) in a high-throughput screening assay against a specified biological target. (1) The drug is S=c1[nH][nH]c(n1)c1ccc(OCCC)cc1. The result is 0 (inactive). (2) The compound is S(=O)(=O)(N(C)C)c1ccc(cc1)C(=O)Nc1c(cc(nc1C)C)C. The result is 0 (inactive).